Predict the reaction yield, written as a fraction of the theoretical maximum amount of product (1.0 means a 100% yield; for example, 0.34 means a 34% yield). From a dataset of Reaction yield outcomes from USPTO patents with 853,638 reactions. (1) The reactants are [CH:1]1([O:6][C:7](=[O:46])[C@@H:8]([NH:38]C(OC(C)(C)C)=O)[CH2:9][CH2:10][O:11][C:12]2[CH:21]=[C:20]3[C:15]([C:16]([NH:29][C:30]4[CH:34]=[C:33]([CH3:35])[NH:32][N:31]=4)=[N:17][C:18]([S:22][C:23]4[CH:28]=[CH:27][CH:26]=[CH:25][CH:24]=4)=[N:19]3)=[CH:14][C:13]=2[O:36][CH3:37])[CH2:5][CH2:4][CH2:3][CH2:2]1.Cl. The catalyst is O1CCOCC1. The product is [CH:1]1([O:6][C:7](=[O:46])[C@@H:8]([NH2:38])[CH2:9][CH2:10][O:11][C:12]2[CH:21]=[C:20]3[C:15]([C:16]([NH:29][C:30]4[CH:34]=[C:33]([CH3:35])[NH:32][N:31]=4)=[N:17][C:18]([S:22][C:23]4[CH:28]=[CH:27][CH:26]=[CH:25][CH:24]=4)=[N:19]3)=[CH:14][C:13]=2[O:36][CH3:37])[CH2:5][CH2:4][CH2:3][CH2:2]1. The yield is 0.780. (2) The reactants are [OH:1][C@@H:2]1[CH2:7][CH2:6][CH2:5][CH2:4][C@H:3]1[NH:8][C:9]1[S:10][C:11]2[CH:17]=[C:16]([CH2:18][C:19]3[N:23]4[CH:24]=[CH:25][C:26]([C:28](=O)[CH3:29])=[CH:27][C:22]4=[N:21][CH:20]=3)[CH:15]=[CH:14][C:12]=2[N:13]=1.Cl.[NH2:32][OH:33].N1C=CC=CC=1. The catalyst is CCO. The product is [OH:1][C@@H:2]1[CH2:7][CH2:6][CH2:5][CH2:4][C@H:3]1[NH:8][C:9]1[S:10][C:11]2[CH:17]=[C:16]([CH2:18][C:19]3[N:23]4[CH:24]=[CH:25][C:26]([C:28](=[N:32][OH:33])[CH3:29])=[CH:27][C:22]4=[N:21][CH:20]=3)[CH:15]=[CH:14][C:12]=2[N:13]=1. The yield is 0.610. (3) The reactants are C([O:5][C:6]([N:8]1[CH2:12][CH2:11][CH2:10][CH:9]1[C:13]1[NH:14][C:15]([C:18]2[CH:23]=[CH:22][C:21]([C:24]3[CH:29]=[CH:28][C:27](B4OC(C)(C)C(C)(C)O4)=[CH:26][C:25]=3[C:39]#[N:40])=[CH:20][CH:19]=2)=[CH:16][N:17]=1)=O)(C)(C)C.C(O[C:46]([N:48]1[CH2:52][CH2:51][CH2:50][CH:49]1[C:53]1[NH:54][C:55](Br)=[CH:56][N:57]=1)=[O:47])(C)(C)C.[C:59](=[O:62])([O-:61])[O-].[K+].[K+].[C:65](=O)(O)[O-].[Na+].Cl.[CH3:71][O:72][C:73]([NH:75][CH:76]([CH:80]([CH3:82])[CH3:81])C(O)=O)=[O:74].[CH3:83][N:84](C(ON1N=NC2C=CC=NC1=2)=[N+](C)C)C.F[P-](F)(F)(F)(F)F.CCN([CH:113]([CH3:115])[CH3:114])C(C)C. The catalyst is COCCOC.O1CCOCC1.C1C=CC([P]([Pd]([P](C2C=CC=CC=2)(C2C=CC=CC=2)C2C=CC=CC=2)([P](C2C=CC=CC=2)(C2C=CC=CC=2)C2C=CC=CC=2)[P](C2C=CC=CC=2)(C2C=CC=CC=2)C2C=CC=CC=2)(C2C=CC=CC=2)C2C=CC=CC=2)=CC=1.C1C=CC(P(C2C=CC=CC=2)[C-]2C=CC=C2)=CC=1.C1C=CC(P(C2C=CC=CC=2)[C-]2C=CC=C2)=CC=1.Cl[Pd]Cl.[Fe+2].CN(C=O)C.ClCCl. The product is [CH3:71][O:72][C:73](=[O:74])[NH:75][CH:76]([C:6]([N:8]1[CH2:12][CH2:11][CH2:10][CH:9]1[C:13]1[NH:14][C:15]([C:18]2[CH:19]=[CH:20][C:21]([C:24]3[CH:29]=[CH:28][C:27]([C:55]4[NH:54][C:53]([CH:49]5[CH2:50][CH2:51][CH2:52][N:48]5[C:46](=[O:47])[CH:83]([NH:84][C:59]([O:61][CH3:65])=[O:62])[CH:113]([CH3:114])[CH3:115])=[N:57][CH:56]=4)=[CH:26][C:25]=3[C:39]#[N:40])=[CH:22][CH:23]=2)=[CH:16][N:17]=1)=[O:5])[CH:80]([CH3:82])[CH3:81]. The yield is 0.370. (4) The yield is 0.490. The catalyst is C1C=CC(P(C2C=CC=CC=2)[C-]2C=CC=C2)=CC=1.C1C=CC(P(C2C=CC=CC=2)[C-]2C=CC=C2)=CC=1.Cl[Pd]Cl.[Fe+2].O. The product is [CH:21]1([C:19]([N:16]2[CH2:17][CH2:18][C@@H:14]([CH2:13][C:12]3[N:8]([C:5]4[CH:6]=[CH:7][C:2]([C:32]5[CH:33]=[C:34]6[C:29]([CH:28]=[CH:27][NH:26]6)=[CH:30][CH:31]=5)=[CH:3][C:4]=4[CH3:25])[C:9](=[O:24])[NH:10][N:11]=3)[CH2:15]2)=[O:20])[CH2:23][CH2:22]1. The reactants are Br[C:2]1[CH:7]=[CH:6][C:5]([N:8]2[C:12]([CH2:13][C@@H:14]3[CH2:18][CH2:17][N:16]([C:19]([CH:21]4[CH2:23][CH2:22]4)=[O:20])[CH2:15]3)=[N:11][NH:10][C:9]2=[O:24])=[C:4]([CH3:25])[CH:3]=1.[NH:26]1[C:34]2[C:29](=[CH:30][CH:31]=[C:32](B(O)O)[CH:33]=2)[CH:28]=[CH:27]1.C([O-])([O-])=O.[K+].[K+].O1CCOCC1. (5) The yield is 0.490. The reactants are [CH:1]1[C:6]([N+:7]([O-])=O)=[CH:5][CH:4]=[C:3]([Cl-]C([O-])=O)C=1.[F:14][C:15]1[C:22]([F:23])=[CH:21][CH:20]=[CH:19][C:16]=1[CH2:17][NH2:18].[CH3:24]CN(C(C)C)C(C)C.[Si:33]([O:40]C[C@@H](NC)CC=C)([C:36]([CH3:39])([CH3:38])[CH3:37])([CH3:35])[CH3:34].C1C[O:51][CH2:50]C1. No catalyst specified. The product is [Si:33]([O:40][CH2:1][C@@H:6]([N:7]([CH3:24])[C:50]([NH:18][CH2:17][C:16]1[CH:19]=[CH:20][CH:21]=[C:22]([F:23])[C:15]=1[F:14])=[O:51])[CH2:5][CH:4]=[CH2:3])([C:36]([CH3:37])([CH3:38])[CH3:39])([CH3:34])[CH3:35]. (6) The reactants are [I:1][C:2]1[CH:10]=[C:6]([C:7]([O-])=[O:8])[C:5]([NH2:11])=[CH:4][CH:3]=1.[NH4+:12].[CH:13]([O-])([O-])OC. The catalyst is C(O)CCC. The product is [I:1][C:2]1[CH:10]=[C:6]2[C:5](=[CH:4][CH:3]=1)[N:11]=[CH:13][NH:12][C:7]2=[O:8]. The yield is 0.670.